From a dataset of Forward reaction prediction with 1.9M reactions from USPTO patents (1976-2016). Predict the product of the given reaction. (1) The product is: [CH2:1]([O:3][C:4]([C:6]1[N:7]([CH3:29])[CH:8]=[C:9]([C:25]#[N:26])[C:10]=1[C:11]1[CH:16]=[CH:15][C:14]([C:31]2[C:39]3[CH:38]=[CH:37][S:36][C:35]=3[CH:34]=[CH:33][CH:32]=2)=[CH:13][CH:12]=1)=[O:5])[CH3:2]. Given the reactants [CH2:1]([O:3][C:4]([C:6]1[N:7]([CH3:29])[C:8](CC)=[C:9]([C:25]#[N:26])[C:10]=1[C:11]1[CH:16]=[CH:15][C:14](OS(C(F)(F)F)(=O)=O)=[CH:13][CH:12]=1)=[O:5])[CH3:2].Br[C:31]1[C:39]2[CH:38]=[CH:37][S:36][C:35]=2[CH:34]=[CH:33][CH:32]=1, predict the reaction product. (2) The product is: [CH3:1][C:2]([CH3:18])([CH3:17])[CH2:3][C:4]([N:6]1[CH2:16][CH2:15][C:9]2([C:13](=[O:14])[N:12]([C:26]3[CH:27]=[CH:28][C:23]([CH:21]([OH:22])[C:20]([F:30])([F:31])[F:19])=[CH:24][CH:25]=3)[CH2:11][CH2:10]2)[CH2:8][CH2:7]1)=[O:5]. Given the reactants [CH3:1][C:2]([CH3:18])([CH3:17])[CH2:3][C:4]([N:6]1[CH2:16][CH2:15][C:9]2([C:13](=[O:14])[NH:12][CH2:11][CH2:10]2)[CH2:8][CH2:7]1)=[O:5].[F:19][C:20]([F:31])([F:30])[CH:21]([C:23]1[CH:28]=[CH:27][C:26](I)=[CH:25][CH:24]=1)[OH:22], predict the reaction product. (3) Given the reactants [OH:1][C:2]1[CH:3]=[C:4]([NH:9][C:10]([NH2:12])=[S:11])[CH:5]=[CH:6][C:7]=1[CH3:8].Br[CH2:14][C:15](=O)[CH3:16], predict the reaction product. The product is: [CH3:8][C:7]1[CH:6]=[CH:5][C:4]([NH:9][C:10]2[S:11][CH:14]=[C:15]([CH3:16])[N:12]=2)=[CH:3][C:2]=1[OH:1]. (4) The product is: [CH3:1][S:2]([C:5]1[CH:10]=[CH:9][C:8]([C:11]2[CH:16]=[CH:15][C:14]([CH:17]([C:28]3[CH:33]=[CH:32][CH:31]=[CH:30][C:29]=3[C:34]([F:37])([F:36])[F:35])[CH2:18]/[C:19](/[C:21]3[CH:26]=[CH:25][N:24]=[C:23]([CH3:27])[CH:22]=3)=[N:39]\[OH:40])=[CH:13][CH:12]=2)=[CH:7][CH:6]=1)(=[O:4])=[O:3]. Given the reactants [CH3:1][S:2]([C:5]1[CH:10]=[CH:9][C:8]([C:11]2[CH:16]=[CH:15][C:14]([CH:17]([C:28]3[CH:33]=[CH:32][CH:31]=[CH:30][C:29]=3[C:34]([F:37])([F:36])[F:35])[CH2:18][C:19]([C:21]3[CH:26]=[CH:25][N:24]=[C:23]([CH3:27])[CH:22]=3)=O)=[CH:13][CH:12]=2)=[CH:7][CH:6]=1)(=[O:4])=[O:3].Cl.[NH2:39][OH:40].C([O-])(O)=O.[Na+], predict the reaction product. (5) Given the reactants [NH2:1][CH:2]([C:11]1[C:16]([O:17][CH3:18])=[CH:15][CH:14]=[CH:13][C:12]=1[O:19][CH3:20])[CH2:3][CH:4]([CH3:10])[C:5]([O:7]CC)=O.[CH3:21][N:22]1[C:34]2[CH:33]=[CH:32][C:31]([CH:35]=O)=[CH:30][C:29]=2[C:28]2[C:23]1=[CH:24][CH:25]=[CH:26][CH:27]=2, predict the reaction product. The product is: [CH3:18][O:17][C:16]1[CH:15]=[CH:14][CH:13]=[C:12]([O:19][CH3:20])[C:11]=1[CH:2]1[N:1]([CH2:35][C:31]2[CH:32]=[CH:33][C:34]3[N:22]([CH3:21])[C:23]4[C:28]([C:29]=3[CH:30]=2)=[CH:27][CH:26]=[CH:25][CH:24]=4)[C:5](=[O:7])[CH:4]([CH3:10])[CH2:3]1. (6) Given the reactants Cl.Cl.[O:3]1[C:7]2[CH:8]=[CH:9][CH:10]=[C:11]([CH:12]3[CH2:17][CH2:16][N:15]([CH2:18][CH2:19][C@H:20]4[CH2:25][CH2:24][C@H:23]([NH2:26])[CH2:22][CH2:21]4)[CH2:14][CH2:13]3)[C:6]=2[CH2:5][CH2:4]1.[O:27]1[CH2:30][CH:29]([CH2:31][C:32](OC)=[O:33])[CH2:28]1, predict the reaction product. The product is: [O:3]1[C:7]2[CH:8]=[CH:9][CH:10]=[C:11]([CH:12]3[CH2:17][CH2:16][N:15]([CH2:18][CH2:19][C@H:20]4[CH2:21][CH2:22][C@H:23]([NH:26][C:32](=[O:33])[CH2:31][CH:29]5[CH2:30][O:27][CH2:28]5)[CH2:24][CH2:25]4)[CH2:14][CH2:13]3)[C:6]=2[CH2:5][CH2:4]1.